Dataset: Forward reaction prediction with 1.9M reactions from USPTO patents (1976-2016). Task: Predict the product of the given reaction. (1) Given the reactants CO[C:3]([C:5]1[NH:6][C:7]2[C:12]([CH:13]=1)=[CH:11][C:10]([F:14])=[CH:9][CH:8]=2)=[O:4].C1(C)C=CC=CC=1.O[NH:23][C:24](=[NH:26])[CH3:25].C(=O)([O-])[O-].[K+].[K+], predict the reaction product. The product is: [F:14][C:10]1[CH:11]=[C:12]2[C:7](=[CH:8][CH:9]=1)[NH:6][C:5]([C:3]1[O:4][N:26]=[C:24]([CH3:25])[N:23]=1)=[CH:13]2. (2) The product is: [CH2:1]([CH:4]1[CH2:9][CH2:8][CH:7]([CH2:10][CH2:11][CH:12]2[CH2:13][O:14][C:16](=[S:17])[O:15]2)[CH2:6][CH2:5]1)[CH2:2][CH3:3]. Given the reactants [CH2:1]([CH:4]1[CH2:9][CH2:8][CH:7]([CH2:10][CH2:11][CH:12]([OH:15])[CH2:13][OH:14])[CH2:6][CH2:5]1)[CH2:2][CH3:3].[C:16](Cl)(Cl)=[S:17].C1C=CC=CC=1, predict the reaction product.